Dataset: Forward reaction prediction with 1.9M reactions from USPTO patents (1976-2016). Task: Predict the product of the given reaction. (1) Given the reactants Cl[C:2]1[C:7]([N+:8]([O-:10])=[O:9])=[C:6]([Cl:11])[N:5]=[C:4]([CH3:12])[N:3]=1.C(N(CC)CC)C.[CH2:20]([NH:22][CH2:23][CH2:24][CH2:25][CH3:26])[CH3:21], predict the reaction product. The product is: [Cl:11][C:6]1[C:7]([N+:8]([O-:10])=[O:9])=[C:2]([N:22]([CH2:20][CH3:21])[CH2:23][CH2:24][CH2:25][CH3:26])[N:3]=[C:4]([CH3:12])[N:5]=1. (2) Given the reactants [CH:1]1([CH2:7][CH2:8][CH2:9][O:10][C:11]2[CH:16]=[CH:15][C:14]([CH2:17][CH2:18][CH2:19][O:20][C:21]3[CH:31]=[CH:30][C:24]([C:25]([O:27]CC)=[O:26])=[CH:23][C:22]=3[CH2:32][C:33]([NH:35][CH:36]3[CH2:41][CH2:40][CH2:39][CH:38]([C:42]([O:44]C)=[O:43])[CH2:37]3)=[O:34])=[CH:13][CH:12]=2)[CH2:6][CH2:5][CH2:4][CH2:3][CH2:2]1.[OH-].[Na+], predict the reaction product. The product is: [C:42]([CH:38]1[CH2:39][CH2:40][CH2:41][CH:36]([NH:35][C:33](=[O:34])[CH2:32][C:22]2[CH:23]=[C:24]([CH:30]=[CH:31][C:21]=2[O:20][CH2:19][CH2:18][CH2:17][C:14]2[CH:15]=[CH:16][C:11]([O:10][CH2:9][CH2:8][CH2:7][CH:1]3[CH2:6][CH2:5][CH2:4][CH2:3][CH2:2]3)=[CH:12][CH:13]=2)[C:25]([OH:27])=[O:26])[CH2:37]1)([OH:44])=[O:43].